From a dataset of Forward reaction prediction with 1.9M reactions from USPTO patents (1976-2016). Predict the product of the given reaction. Given the reactants [NH2:1][C:2]1[C:3]([C:7]2[NH:23][C:10]3=[CH:11][C:12]4[C:13]([CH3:22])([CH3:21])[C:14](=[O:20])[N:15]([CH2:18][CH3:19])[C:16]=4[CH:17]=[C:9]3[N:8]=2)=[N:4][NH:5][CH:6]=1.Cl[C:25]([O:27][CH2:28][CH2:29][O:30][CH3:31])=[O:26], predict the reaction product. The product is: [CH3:31][O:30][CH2:29][CH2:28][O:27][C:25](=[O:26])[NH:1][C:2]1[C:3]([C:7]2[NH:23][C:10]3=[CH:11][C:12]4[C:13]([CH3:22])([CH3:21])[C:14](=[O:20])[N:15]([CH2:18][CH3:19])[C:16]=4[CH:17]=[C:9]3[N:8]=2)=[N:4][NH:5][CH:6]=1.